From a dataset of Catalyst prediction with 721,799 reactions and 888 catalyst types from USPTO. Predict which catalyst facilitates the given reaction. (1) Reactant: [F:8][C:7]([F:10])([F:9])[C:6](O[C:6](=[O:11])[C:7]([F:10])([F:9])[F:8])=[O:11].C(N(CC)CC)C.[NH:21]1[CH2:26][CH2:25][C@@H:24]([NH:27][C:28](=[O:34])[O:29][C:30]([CH3:33])([CH3:32])[CH3:31])[C@@H:23]([NH:35][C:36](=[O:45])[O:37][CH2:38][C:39]2[CH:44]=[CH:43][CH:42]=[CH:41][CH:40]=2)[CH2:22]1.C(OCC)(=O)C. Product: [F:10][C:7]([F:8])([F:9])[C:6]([N:21]1[CH2:26][CH2:25][C@@H:24]([NH:27][C:28](=[O:34])[O:29][C:30]([CH3:33])([CH3:31])[CH3:32])[C@@H:23]([NH:35][C:36](=[O:45])[O:37][CH2:38][C:39]2[CH:44]=[CH:43][CH:42]=[CH:41][CH:40]=2)[CH2:22]1)=[O:11]. The catalyst class is: 4. (2) Product: [CH3:1][C:2]1([CH3:14])[O:6][C@H:5]([CH2:7][CH:8]=[O:12])[C:4](=[O:13])[O:3]1. The catalyst class is: 707. Reactant: [CH3:1][C:2]1([CH3:14])[O:6][C@H:5]([CH2:7][C:8](=[O:12])SCC)[C:4](=[O:13])[O:3]1.C([SiH](CC)CC)C. (3) Reactant: [CH3:1][O:2][CH2:3][CH2:4][O:5][C:6]1[N:14]=[C:13]2[C:9]([NH:10][CH:11]=[N:12]2)=[C:8]([NH2:15])[N:7]=1.[Br:16][C:17]1[CH:18]=[C:19]([CH:22]=[CH:23][CH:24]=1)[CH2:20]Br.C(=O)([O-])[O-].[K+].[K+]. The catalyst class is: 39. Product: [Br:16][C:17]1[CH:18]=[C:19]([CH:22]=[CH:23][CH:24]=1)[CH2:20][N:12]1[CH:11]=[N:10][C:9]2[C:13]1=[N:14][C:6]([O:5][CH2:4][CH2:3][O:2][CH3:1])=[N:7][C:8]=2[NH2:15].